This data is from Forward reaction prediction with 1.9M reactions from USPTO patents (1976-2016). The task is: Predict the product of the given reaction. Given the reactants [ClH:1].[CH:2]1[C:15]2[C:6](=[N:7][C:8]([NH:16][NH:17][C:18]3[CH:23]=[CH:22][CH:21]=[CH:20][C:19]=3[CH3:24])=[C:9]3[C:14]=2[CH:13]=[CH:12][CH:11]=[CH:10]3)[CH:5]=[CH:4][CH:3]=1.[CH:25](OCC)(OCC)OCC, predict the reaction product. The product is: [Cl-:1].[C:19]1([CH3:24])[CH:20]=[CH:21][CH:22]=[CH:23][C:18]=1[N+:17]1[N:16]=[CH:8][N:7]2[C:25]=1[C:9]1[CH:10]=[CH:11][CH:12]=[CH:13][C:14]=1[C:15]1[CH:2]=[CH:3][CH:4]=[CH:5][C:6]2=1.